Dataset: Peptide-MHC class II binding affinity with 134,281 pairs from IEDB. Task: Regression. Given a peptide amino acid sequence and an MHC pseudo amino acid sequence, predict their binding affinity value. This is MHC class II binding data. The peptide sequence is EDPLFQLVSKLYEVV. The MHC is HLA-DQA10101-DQB10501 with pseudo-sequence HLA-DQA10101-DQB10501. The binding affinity (normalized) is 0.0837.